From a dataset of Full USPTO retrosynthesis dataset with 1.9M reactions from patents (1976-2016). Predict the reactants needed to synthesize the given product. (1) Given the product [C:6]([C@@H:4]([C@H:2]([C:1]([OH:10])=[O:9])[OH:3])[OH:5])([OH:8])=[O:7].[F:11][C:12]1[CH:17]=[CH:16][CH:15]=[CH:14][C:13]=1[N:18]1[C:26]2[C:21](=[CH:22][CH:23]=[CH:24][CH:25]=2)[C:20]([O:27][CH:28]2[CH2:33][CH2:32][NH:31][CH2:30][CH2:29]2)=[N:19]1.[F:11][C:12]1[CH:17]=[CH:16][CH:15]=[CH:14][C:13]=1[N:18]1[C:26]2[C:21](=[CH:22][CH:23]=[CH:24][CH:25]=2)[C:20]([O:27][CH:28]2[CH2:33][CH2:32][NH:31][CH2:30][CH2:29]2)=[N:19]1, predict the reactants needed to synthesize it. The reactants are: [C:1]([OH:10])(=[O:9])[C@@H:2]([C@H:4]([C:6]([OH:8])=[O:7])[OH:5])[OH:3].[F:11][C:12]1[CH:17]=[CH:16][CH:15]=[CH:14][C:13]=1[N:18]1[C:26]2[C:21](=[CH:22][CH:23]=[CH:24][CH:25]=2)[C:20]([O:27][CH:28]2[CH2:33][CH2:32][NH:31][CH2:30][CH2:29]2)=[N:19]1.N#N.C(O)(C)C. (2) Given the product [CH2:8]([N:5]1[CH2:6][CH2:7][C:2]2([NH:1]/[C:36](=[N:35]\[C:33]([C:26]3[C:25]([NH2:24])=[N:30][C:29]([NH2:31])=[C:28]([Cl:32])[N:27]=3)=[O:34])/[NH:16][CH2:15]2)[CH2:3][CH2:4]1)[C:9]1[CH:14]=[CH:13][CH:12]=[CH:11][CH:10]=1, predict the reactants needed to synthesize it. The reactants are: [NH2:1][C:2]1([C:15]#[N:16])[CH2:7][CH2:6][N:5]([CH2:8][C:9]2[CH:14]=[CH:13][CH:12]=[CH:11][CH:10]=2)[CH2:4][CH2:3]1.C(N(CC)CC)C.[NH2:24][C:25]1[C:26]([C:33]([NH:35][C:36](=N)SC)=[O:34])=[N:27][C:28]([Cl:32])=[C:29]([NH2:31])[N:30]=1. (3) Given the product [Br:36][CH2:22][CH2:23][CH2:18][C:4]([C:5]1[CH:10]=[CH:9][C:8]([O:11][CH3:12])=[C:7]([O:13][CH3:14])[CH:6]=1)([C:3]([O:2][CH3:1])=[O:15])[C:30]([O:32][CH:33]([CH3:35])[CH3:34])=[O:31], predict the reactants needed to synthesize it. The reactants are: [CH3:1][O:2][C:3](=[O:15])[CH2:4][C:5]1[CH:10]=[CH:9][C:8]([O:11][CH3:12])=[C:7]([O:13][CH3:14])[CH:6]=1.CO[C:18]1C=C(CC#N)C=[CH:22][C:23]=1OC.Cl[C:30]([O:32][CH:33]([CH3:35])[CH3:34])=[O:31].[Br:36]C(C)C.[Li+].CC([N-]C(C)C)C.C[Si]([N-][Si](C)(C)C)(C)C.[Na+].[H-].[Na+]. (4) Given the product [CH2:40]([O:39][C:38](=[O:42])[NH:37][C:34]1[CH:35]=[CH:36][C:31]([Cl:30])=[CH:32][C:33]=1[CH2:43][CH:44]1[C:50](=[O:51])[N:49]([S:52]([C:55]2[CH:56]=[CH:57][C:58]([Cl:61])=[CH:59][CH:60]=2)(=[O:53])=[O:54])[CH2:48][C:47](=[O:62])[NH:46][CH2:45]1)[CH3:41], predict the reactants needed to synthesize it. The reactants are: ClC1C=CC(OC)=C(C=1)CC1CNC(=O)CN(S(C2C=CC(Cl)=CC=2)(=O)=O)C1=O.[Cl:30][C:31]1[CH:36]=[CH:35][C:34]([NH:37][C:38](=[O:42])[O:39][CH2:40][CH3:41])=[C:33](/[CH:43]=[C:44]2\[CH2:45][NH:46][C:47](=[O:62])[CH2:48][N:49]([S:52]([C:55]3[CH:60]=[CH:59][C:58]([Cl:61])=[CH:57][CH:56]=3)(=[O:54])=[O:53])[C:50]\2=[O:51])[CH:32]=1. (5) Given the product [Br:1][C:2]1[C:3]2[N:12]=[C:13]([C:15]([F:18])([F:17])[F:16])[NH:11][C:4]=2[CH:5]=[C:6]([N+:8]([O-:10])=[O:9])[CH:7]=1, predict the reactants needed to synthesize it. The reactants are: [Br:1][C:2]1[CH:7]=[C:6]([N+:8]([O-:10])=[O:9])[CH:5]=[C:4]([NH2:11])[C:3]=1[NH2:12].[C:13](O)([C:15]([F:18])([F:17])[F:16])=O. (6) Given the product [C:5]([O:4][CH2:2][CH2:1][CH:9]1[CH2:8][C:16]2[C:11](=[CH:12][CH:13]=[CH:14][CH:15]=2)[CH2:10]1)(=[O:6])[CH3:7], predict the reactants needed to synthesize it. The reactants are: [CH3:1][C:2]([O:4][C:5]([CH3:7])=[O:6])=O.[CH2:8]1[C:16]2[C:11](=[CH:12][CH:13]=[CH:14][CH:15]=2)[CH2:10][CH:9]1CCO.N1C=CC=CC=1.O. (7) Given the product [CH2:14]([O:21][C:5]1[C:4]2[C:9](=[CH:10][CH:11]=[C:2]([Br:1])[CH:3]=2)[N:8]=[C:7]([Cl:12])[N:6]=1)[C:15]1[CH:20]=[CH:19][CH:18]=[CH:17][CH:16]=1, predict the reactants needed to synthesize it. The reactants are: [Br:1][C:2]1[CH:3]=[C:4]2[C:9](=[CH:10][CH:11]=1)[N:8]=[C:7]([Cl:12])[N:6]=[C:5]2Cl.[CH2:14]([OH:21])[C:15]1[CH:20]=[CH:19][CH:18]=[CH:17][CH:16]=1.[H-].[Na+].O. (8) Given the product [O:3]1[CH:7]2[O:8][CH2:9][CH2:10][CH:6]2[CH:5]([O:11][C:12](=[O:40])[NH:13][CH:14]([CH2:33][C:34]2[CH:35]=[CH:36][CH:37]=[CH:38][CH:39]=2)[CH:15]([OH:32])[CH2:16][NH:17][CH2:18][CH:19]([CH3:21])[CH3:20])[CH2:4]1, predict the reactants needed to synthesize it. The reactants are: N#N.[O:3]1[CH:7]2[O:8][CH2:9][CH2:10][CH:6]2[CH:5]([O:11][C:12](=[O:40])[NH:13][CH:14]([CH2:33][C:34]2[CH:39]=[CH:38][CH:37]=[CH:36][CH:35]=2)[CH:15]([OH:32])[CH2:16][N:17](C(OCC2C=CC=CC=2)=O)[CH2:18][CH:19]([CH3:21])[CH3:20])[CH2:4]1. (9) Given the product [CH3:1][O:2][C:3](=[O:36])[C@@H:4]([NH:25][C:26](=[O:35])[C:27]1[CH:32]=[C:31]([Br:33])[CH:30]=[CH:29][C:28]=1[O:34][CH2:44][CH2:43][N:37]1[CH2:42][CH2:41][O:40][CH2:39][CH2:38]1)[CH2:5][C:6]1[CH:7]=[CH:8][C:9]([C:12]2[CH:17]=[CH:16][CH:15]=[CH:14][C:13]=2[O:18][C:19]2[CH:24]=[CH:23][CH:22]=[CH:21][CH:20]=2)=[CH:10][CH:11]=1, predict the reactants needed to synthesize it. The reactants are: [CH3:1][O:2][C:3](=[O:36])[C@@H:4]([NH:25][C:26](=[O:35])[C:27]1[CH:32]=[C:31]([Br:33])[CH:30]=[CH:29][C:28]=1[OH:34])[CH2:5][C:6]1[CH:11]=[CH:10][C:9]([C:12]2[CH:17]=[CH:16][CH:15]=[CH:14][C:13]=2[O:18][C:19]2[CH:24]=[CH:23][CH:22]=[CH:21][CH:20]=2)=[CH:8][CH:7]=1.[N:37]1([CH2:43][CH2:44]O)[CH2:42][CH2:41][O:40][CH2:39][CH2:38]1.C1(P(C2C=CC=CC=2)C2C=CC=CC=2)C=CC=CC=1.CC(OC(/N=N/C(OC(C)C)=O)=O)C. (10) Given the product [ClH:55].[ClH:55].[CH2:1]([N:5]([CH2:7][C:8]1[CH:9]=[C:10]([CH:15]=[C:16]([CH3:18])[CH:17]=1)[C:11]([NH:57][C@@H:58]([CH2:72][C:73]1[CH:74]=[C:75]([F:80])[CH:76]=[C:77]([F:79])[CH:78]=1)[C@H:59]([OH:71])[CH2:60][NH:61][C:62]1([C:65]2[CH:66]=[CH:67][CH:68]=[CH:69][CH:70]=2)[CH2:64][CH2:63]1)=[O:13])[CH3:6])[CH2:2][CH2:3][CH3:4], predict the reactants needed to synthesize it. The reactants are: [CH2:1]([N:5]([CH2:7][C:8]1[CH:9]=[C:10]([CH:15]=[C:16]([CH3:18])[CH:17]=1)[C:11]([O:13]C)=O)[CH3:6])[CH2:2][CH2:3][CH3:4].O.[OH-].[Li+].C(N(C(C)C)CC)(C)C.CN(C(ON1N=NC2C=CC=NC1=2)=[N+](C)C)C.F[P-](F)(F)(F)(F)F.[ClH:55].Cl.[NH2:57][C@@H:58]([CH2:72][C:73]1[CH:78]=[C:77]([F:79])[CH:76]=[C:75]([F:80])[CH:74]=1)[C@H:59]([OH:71])[CH2:60][NH:61][C:62]1([C:65]2[CH:70]=[CH:69][CH:68]=[CH:67][CH:66]=2)[CH2:64][CH2:63]1.